Dataset: Catalyst prediction with 721,799 reactions and 888 catalyst types from USPTO. Task: Predict which catalyst facilitates the given reaction. (1) Reactant: [N+:1]([C:4]1[CH:9]=[CH:8][C:7]([OH:10])=[CH:6][CH:5]=1)([O-:3])=[O:2].C([O-])([O-])=O.[K+].[K+].Br.[N:18]1[CH:23]=[CH:22][CH:21]=[CH:20][C:19]=1[CH2:24]Br. Product: [N+:1]([C:4]1[CH:9]=[CH:8][C:7]([O:10][CH2:24][C:19]2[CH:20]=[CH:21][CH:22]=[CH:23][N:18]=2)=[CH:6][CH:5]=1)([O-:3])=[O:2]. The catalyst class is: 21. (2) Reactant: [NH2:1][C:2]([NH:4][C:5]1[NH:6][C:7]2[C:12]([C:13]=1[C:14]([NH2:16])=[O:15])=[CH:11][CH:10]=[C:9]([OH:17])[CH:8]=2)=[O:3].[H-].[Na+].F[C:21]1[CH:26]=[CH:25][C:24]([N+:27]([O-:29])=[O:28])=[CH:23][CH:22]=1. Product: [NH2:1][C:2]([NH:4][C:5]1[NH:6][C:7]2[C:12]([C:13]=1[C:14]([NH2:16])=[O:15])=[CH:11][CH:10]=[C:9]([O:17][C:21]1[CH:26]=[CH:25][C:24]([N+:27]([O-:29])=[O:28])=[CH:23][CH:22]=1)[CH:8]=2)=[O:3]. The catalyst class is: 35. (3) Reactant: [CH3:1][C:2]1[CH:25]=[CH:24][CH:23]=[C:22]([CH3:26])[C:3]=1[CH2:4][NH:5][C:6]1[C:14]2[N:13]=[C:12]([CH3:15])[N:11]([CH3:16])[C:10]=2[CH:9]=[C:8]([C:17]([O:19]CC)=[O:18])[CH:7]=1.[OH-].[Na+].Cl. Product: [CH3:26][C:22]1[CH:23]=[CH:24][CH:25]=[C:2]([CH3:1])[C:3]=1[CH2:4][NH:5][C:6]1[C:14]2[N:13]=[C:12]([CH3:15])[N:11]([CH3:16])[C:10]=2[CH:9]=[C:8]([C:17]([OH:19])=[O:18])[CH:7]=1. The catalyst class is: 12. (4) Reactant: [Cl:1][C:2]1[CH:7]=[CH:6][C:5]([NH2:8])=[C:4]([C:9]2[CH2:13][CH2:12][N:11]([C:14]3[CH:19]=[CH:18][CH:17]=[CH:16][CH:15]=3)[N:10]=2)[CH:3]=1.[F:20][C:21]([F:34])([F:33])[S:22](O[S:22]([C:21]([F:34])([F:33])[F:20])(=[O:24])=[O:23])(=[O:24])=[O:23]. Product: [Cl:1][C:2]1[CH:7]=[CH:6][C:5]([NH:8][S:22]([C:21]([F:34])([F:33])[F:20])(=[O:24])=[O:23])=[C:4]([C:9]2[CH2:13][CH2:12][N:11]([C:14]3[CH:15]=[CH:16][CH:17]=[CH:18][CH:19]=3)[N:10]=2)[CH:3]=1. The catalyst class is: 2. (5) Reactant: Cl[C:2]1[N:7]=[C:6]([NH2:8])[CH:5]=[C:4]([Cl:9])[N:3]=1.[NH2:10][CH2:11][CH2:12][NH:13][C:14]1[N:19]=[CH:18][C:17]([C:20]#[N:21])=[CH:16][CH:15]=1. Product: [NH2:8][C:6]1[CH:5]=[C:4]([Cl:9])[N:3]=[C:2]([NH:10][CH2:11][CH2:12][NH:13][C:14]2[N:19]=[CH:18][C:17]([C:20]#[N:21])=[CH:16][CH:15]=2)[N:7]=1. The catalyst class is: 10.